Predict which catalyst facilitates the given reaction. From a dataset of Catalyst prediction with 721,799 reactions and 888 catalyst types from USPTO. (1) Reactant: C[O:2][C:3](=[O:30])[CH2:4][CH2:5][NH:6][C:7](=[O:29])[C:8]1[CH:13]=[CH:12][C:11]([O:14][CH2:15][C:16]2[CH:21]=[CH:20][C:19]([C:22]3[CH:27]=[CH:26][CH:25]=[CH:24][CH:23]=3)=[CH:18][C:17]=2[CH3:28])=[CH:10][CH:9]=1.[OH-].[Na+].Cl. Product: [CH3:28][C:17]1[CH:18]=[C:19]([C:22]2[CH:27]=[CH:26][CH:25]=[CH:24][CH:23]=2)[CH:20]=[CH:21][C:16]=1[CH2:15][O:14][C:11]1[CH:10]=[CH:9][C:8]([C:7]([NH:6][CH2:5][CH2:4][C:3]([OH:30])=[O:2])=[O:29])=[CH:13][CH:12]=1. The catalyst class is: 1. (2) Reactant: CC1(C)CCCC(C)(C)N1.[Li]CCCC.[B:16](OC(C)C)([O:21]C(C)C)[O:17]C(C)C.[CH:29]1([C:33]2[CH:38]=[CH:37][CH:36]=[C:35]([F:39])[C:34]=2[O:40][CH3:41])[CH2:32][CH2:31][CH2:30]1. Product: [CH:29]1([C:33]2[CH:38]=[CH:37][C:36]([B:16]([OH:21])[OH:17])=[C:35]([F:39])[C:34]=2[O:40][CH3:41])[CH2:30][CH2:31][CH2:32]1. The catalyst class is: 90. (3) Reactant: [H-].[Na+].[CH2:3]([OH:6])[C:4]#[CH:5].Cl[C:8]1[CH:13]=[C:12](Cl)[N:11]=[CH:10][N:9]=1.[Cl-].[NH4+]. Product: [CH2:3]([O:6][C:8]1[CH:13]=[C:12]([O:6][CH2:3][C:4]#[CH:5])[N:11]=[CH:10][N:9]=1)[C:4]#[CH:5]. The catalyst class is: 7. (4) Reactant: [F:1][C@@H:2]1[C@H:7]([NH:8][C@@H](C2C=CC=CC=2)C)[CH2:6][CH2:5][C@@H:4]([C:17]([NH2:19])=[O:18])[CH2:3]1. Product: [NH2:8][C@@H:7]1[CH2:6][CH2:5][C@@H:4]([C:17]([NH2:19])=[O:18])[CH2:3][C@@H:2]1[F:1]. The catalyst class is: 421. (5) Reactant: Cl.C(OC([N:9]1[CH2:13][CH2:12][CH:11]([C:14]2[CH:19]=[CH:18][C:17]([S:20]([C:23]3[CH:28]=[CH:27][C:26]([O:29][CH3:30])=[CH:25][CH:24]=3)(=[O:22])=[O:21])=[CH:16][C:15]=2[CH3:31])[CH2:10]1)=O)(C)(C)C.[OH-].[Na+]. Product: [CH3:30][O:29][C:26]1[CH:27]=[CH:28][C:23]([S:20]([C:17]2[CH:18]=[CH:19][C:14]([CH:11]3[CH2:12][CH2:13][NH:9][CH2:10]3)=[C:15]([CH3:31])[CH:16]=2)(=[O:22])=[O:21])=[CH:24][CH:25]=1. The catalyst class is: 12. (6) Reactant: C(O)(=O)C.CN(C)[CH:7]=[CH:8][CH:9]=O.[CH:12]([C:15]1[C:16]([NH2:21])=[N:17][NH:18][C:19]=1[NH2:20])([CH3:14])[CH3:13]. Product: [CH:12]([C:15]1[C:16]([NH2:21])=[N:17][N:18]2[CH:9]=[CH:8][CH:7]=[N:20][C:19]=12)([CH3:14])[CH3:13]. The catalyst class is: 8.